From a dataset of Catalyst prediction with 721,799 reactions and 888 catalyst types from USPTO. Predict which catalyst facilitates the given reaction. (1) Reactant: [CH2:1]=[CH:2][C:3]1C=CC=C[CH:4]=1.C([C:15]1[CH:19]=[C:18]([CH:20]=[CH2:21])[S:17][C:16]=1C=C)CCCCC. Product: [CH2:20]([C:18]1[S:17][CH:16]=[CH:15][CH:19]=1)[CH2:21][CH2:1][CH2:2][CH2:3][CH3:4]. The catalyst class is: 159. (2) Reactant: Br[C:2]1[CH:7]=[CH:6][C:5]([Br:8])=[CH:4][CH:3]=1.[Li]CCCC.[F:14][C:15]1[CH:29]=[C:28]([F:30])[CH:27]=[CH:26][C:16]=1[CH:17]=[N:18][CH:19]([CH2:22][CH:23]([CH3:25])[CH3:24])[CH2:20][OH:21]. Product: [Br:8][C:5]1[CH:6]=[CH:7][C:2]([C@H:17]([NH:18][C@@H:19]([CH2:22][CH:23]([CH3:25])[CH3:24])[CH2:20][OH:21])[C:16]2[CH:26]=[CH:27][C:28]([F:30])=[CH:29][C:15]=2[F:14])=[CH:3][CH:4]=1. The catalyst class is: 28. (3) Reactant: S(Cl)([Cl:3])=O.[CH2:5]([O:12][C:13]1[C:18]([CH2:19]O)=[C:17]([O:21][CH3:22])[CH:16]=[C:15]([CH3:23])[N:14]=1)[C:6]1[CH:11]=[CH:10][CH:9]=[CH:8][CH:7]=1.O. Product: [CH2:5]([O:12][C:13]1[C:18]([CH2:19][Cl:3])=[C:17]([O:21][CH3:22])[CH:16]=[C:15]([CH3:23])[N:14]=1)[C:6]1[CH:11]=[CH:10][CH:9]=[CH:8][CH:7]=1. The catalyst class is: 13. (4) The catalyst class is: 8. Product: [OH:22][C:21]1[C:16]([NH:15][C:13](=[O:14])[C:12]2[CH:25]=[CH:26][C:9]([F:8])=[CH:10][CH:11]=2)=[C:17]([OH:18])[N:7]=[CH:5][N:6]=1. Reactant: C(O)(=O)C.[CH:5]([NH2:7])=[NH:6].[F:8][C:9]1[CH:26]=[CH:25][C:12]([C:13]([NH:15][CH:16]([C:21](OC)=[O:22])[C:17](OC)=[O:18])=[O:14])=[CH:11][CH:10]=1.[Na]. (5) Reactant: [CH3:1][O:2][C:3]1[CH:4]=[C:5]([CH:8]=[CH:9][CH:10]=1)[CH2:6][OH:7].[H-].[Na+].[F:13][C:14]1[CH:21]=[CH:20][CH:19]=[C:18](F)[C:15]=1[C:16]#[N:17]. Product: [F:13][C:14]1[CH:21]=[CH:20][C:19]([O:7][CH2:6][C:5]2[CH:8]=[CH:9][CH:10]=[C:3]([O:2][CH3:1])[CH:4]=2)=[CH:18][C:15]=1[C:16]#[N:17]. The catalyst class is: 9. (6) Reactant: [H-].[H-].[H-].[H-].[Li+].[Al+3].[C:7]1([CH:13]([C:31]2[CH:36]=[CH:35][CH:34]=[CH:33][CH:32]=2)[N:14]2[CH2:17][CH:16]([N:18]3[CH2:23][CH2:22][NH:21][C:20](=O)[CH:19]3[CH2:25][C:26](OCC)=[O:27])[CH2:15]2)[CH:12]=[CH:11][CH:10]=[CH:9][CH:8]=1.[O-]S([O-])(=O)=O.[Na+].[Na+]. Product: [C:31]1([CH:13]([C:7]2[CH:12]=[CH:11][CH:10]=[CH:9][CH:8]=2)[N:14]2[CH2:15][CH:16]([N:18]3[CH2:23][CH2:22][NH:21][CH2:20][CH:19]3[CH2:25][CH2:26][OH:27])[CH2:17]2)[CH:32]=[CH:33][CH:34]=[CH:35][CH:36]=1. The catalyst class is: 1. (7) Reactant: Br[C:2]1[CH:3]=[C:4]([CH:7]=[C:8]([C:10]([F:13])([F:12])[F:11])[CH:9]=1)[CH:5]=[O:6].CC1(C)C(C)(C)OB(/[CH:22]=[CH:23]/[CH2:24][O:25][CH3:26])O1.C([O-])([O-])=O.[Na+].[Na+]. Product: [CH3:26][O:25][CH2:24]/[CH:23]=[CH:22]/[C:2]1[CH:3]=[C:4]([CH:7]=[C:8]([C:10]([F:13])([F:12])[F:11])[CH:9]=1)[CH:5]=[O:6]. The catalyst class is: 18.